The task is: Predict which catalyst facilitates the given reaction.. This data is from Catalyst prediction with 721,799 reactions and 888 catalyst types from USPTO. (1) Reactant: [CH3:1][O:2][C:3]1[CH:4]=[C:5]([S:20]([O-:23])(=[O:22])=[O:21])[CH:6]=[CH:7][C:8]=1[O:9][S:10]([C:13]1[CH:18]=[CH:17][C:16]([CH3:19])=[CH:15][CH:14]=1)(=[O:12])=[O:11].[Na+].[Cl-].[C:26]1([S+:32]([C:39]2[CH:44]=[CH:43][CH:42]=[CH:41][CH:40]=2)[C:33]2[CH:38]=[CH:37][CH:36]=[CH:35][CH:34]=2)[CH:31]=[CH:30][CH:29]=[CH:28][CH:27]=1. Product: [CH3:1][O:2][C:3]1[CH:4]=[C:5]([S:20]([O-:23])(=[O:21])=[O:22])[CH:6]=[CH:7][C:8]=1[O:9][S:10]([C:13]1[CH:14]=[CH:15][C:16]([CH3:19])=[CH:17][CH:18]=1)(=[O:11])=[O:12].[C:39]1([S+:32]([C:26]2[CH:27]=[CH:28][CH:29]=[CH:30][CH:31]=2)[C:33]2[CH:38]=[CH:37][CH:36]=[CH:35][CH:34]=2)[CH:40]=[CH:41][CH:42]=[CH:43][CH:44]=1. The catalyst class is: 4. (2) Reactant: [O:1]1[CH2:6][CH2:5][CH:4]([C:7](OC)=O)[CH2:3][CH2:2]1.[CH3:11][NH2:12].Cl.CN.[OH-].[Na+].[H-].[H-].[H-].[H-].[Li+].[Al+3]. Product: [CH3:11][NH:12][CH2:7][CH:4]1[CH2:5][CH2:6][O:1][CH2:2][CH2:3]1. The catalyst class is: 1. (3) Reactant: [NH2:1][C:2]1[CH:3]=[C:4]([CH3:27])[C:5]([O:8][C:9]2[CH:14]=[C:13]([O:15][CH2:16][CH2:17][O:18][CH3:19])[CH:12]=[CH:11][C:10]=2/[CH:20]=[CH:21]/[C:22]([O:24][CH2:25][CH3:26])=[O:23])=[N:6][CH:7]=1.[C:28](O[C:28]([O:30][C:31]([CH3:34])([CH3:33])[CH3:32])=[O:29])([O:30][C:31]([CH3:34])([CH3:33])[CH3:32])=[O:29]. Product: [C:31]([O:30][C:28]([NH:1][C:2]1[CH:3]=[C:4]([CH3:27])[C:5]([O:8][C:9]2[CH:14]=[C:13]([O:15][CH2:16][CH2:17][O:18][CH3:19])[CH:12]=[CH:11][C:10]=2/[CH:20]=[CH:21]/[C:22]([O:24][CH2:25][CH3:26])=[O:23])=[N:6][CH:7]=1)=[O:29])([CH3:34])([CH3:33])[CH3:32]. The catalyst class is: 7. (4) Reactant: C(O[C:4](=[O:26])[C:5](=[N:11][N:12]([C:18](=[O:25])[CH2:19][C:20]([O:22][CH2:23][CH3:24])=[O:21])[CH2:13][CH2:14][CH:15]([CH3:17])[CH3:16])[C:6]1[S:7][CH:8]=[CH:9][CH:10]=1)C.[O-]CC.[Na+].Cl. Product: [CH2:23]([O:22][C:20]([C:19]1[C:18](=[O:25])[N:12]([CH2:13][CH2:14][CH:15]([CH3:16])[CH3:17])[N:11]=[C:5]([C:6]2[S:7][CH:8]=[CH:9][CH:10]=2)[C:4]=1[OH:26])=[O:21])[CH3:24]. The catalyst class is: 14. (5) Reactant: [CH:1]1([NH2:7])[CH2:6][CH2:5][CH2:4][CH2:3][CH2:2]1.[CH3:8][CH2:9][O:10][C:11]([CH3:13])=[O:12].[CH3:14][CH2:15][CH2:16]CCCC. Product: [NH3:7].[CH:1]1([NH:7][CH:15]([CH3:16])/[CH:14]=[CH:13]/[C:11]([O:10][CH2:9][CH3:8])=[O:12])[CH2:6][CH2:5][CH2:4][CH2:3][CH2:2]1. The catalyst class is: 707. (6) Reactant: [NH2:1][C:2]1[CH:3]=[C:4]([CH:8]2[C:17]([CH3:19])([CH3:18])[CH2:16][C:15]3[C:10](=[CH:11][CH:12]=[C:13]([C:20]([O-:22])=[O:21])[CH:14]=3)[NH:9]2)[CH:5]=[CH:6][CH:7]=1.[CH:23]1([C:26]([OH:28])=O)[CH2:25][CH2:24]1.[CH:29](N(CC)C(C)C)(C)C.P(Cl)(Cl)(Cl)=O. Product: [CH:23]1([C:26]([NH:1][C:2]2[CH:3]=[C:4]([CH:8]3[C:17]([CH3:18])([CH3:19])[CH2:16][C:15]4[C:10](=[CH:11][CH:12]=[C:13]([C:20]([O:22][CH3:29])=[O:21])[CH:14]=4)[NH:9]3)[CH:5]=[CH:6][CH:7]=2)=[O:28])[CH2:25][CH2:24]1. The catalyst class is: 4. (7) Reactant: Cl[C:2]1[C:3]2[S:23](=[O:24])[CH2:22][CH2:21][C:4]=2[N:5]=[C:6]([N:8]2[CH2:13][CH2:12][N:11]([C:14]3[CH:19]=[CH:18][C:17]([Cl:20])=[CH:16][CH:15]=3)[CH2:10][CH2:9]2)[N:7]=1.[CH:25]([N:28]([CH:31]([CH3:33])[CH3:32])CC)([CH3:27])C.C[N:35](C=O)C. The catalyst class is: 4. Product: [Cl:20][C:17]1[CH:18]=[CH:19][C:14]([N:11]2[CH2:12][CH2:13][N:8]([C:6]3[N:7]=[C:2]([N:28]4[CH2:25][CH2:27][CH2:33][C@H:31]4[CH2:32][NH2:35])[C:3]4[S:23](=[O:24])[CH2:22][CH2:21][C:4]=4[N:5]=3)[CH2:9][CH2:10]2)=[CH:15][CH:16]=1.